From a dataset of Catalyst prediction with 721,799 reactions and 888 catalyst types from USPTO. Predict which catalyst facilitates the given reaction. (1) Reactant: [CH3:1][C:2]1[C:3]([C:22]2[CH:27]=[CH:26][CH:25]=[CH:24][CH:23]=2)=[N:4][C:5]2[C:10]([C:11]=1[C:12]([NH:14][NH:15][C:16]1[CH:21]=[CH:20][CH:19]=[CH:18][CH:17]=1)=[O:13])=[CH:9][CH:8]=[CH:7][CH:6]=2.Cl[C:29]([O:31][CH3:32])=[O:30]. Product: [CH3:1][C:2]1[C:3]([C:22]2[CH:27]=[CH:26][CH:25]=[CH:24][CH:23]=2)=[N:4][C:5]2[C:10]([C:11]=1[C:12]([NH:14][N:15]([C:16]1[CH:17]=[CH:18][CH:19]=[CH:20][CH:21]=1)[C:29]([O:31][CH3:32])=[O:30])=[O:13])=[CH:9][CH:8]=[CH:7][CH:6]=2. The catalyst class is: 93. (2) Reactant: [N:1]1[CH:6]=[CH:5][CH:4]=[CH:3][C:2]=1[O:7][CH2:8][CH2:9][NH2:10].[C:11](N1C(=O)C2C(=CC=CC=2)C1=O)(=[S:13])[CH3:12]. Product: [N:1]1[CH:6]=[CH:5][CH:4]=[CH:3][C:2]=1[O:7][CH2:8][CH2:9][NH:10][C:11](=[S:13])[CH3:12]. The catalyst class is: 22. (3) Product: [N:30]1[CH:31]=[CH:32][C:27]([N:11]2[CH2:12][CH2:13][C:9]3([CH2:5][N:6]([C:14]([O:16][C:23]([CH3:25])([CH3:33])[CH3:24])=[O:15])[CH2:7][CH2:8]3)[CH2:10]2)=[CH:28][CH:29]=1. The catalyst class is: 41. Reactant: C([CH:5]1[C:9]2([CH2:13][CH2:12][NH:11][CH2:10]2)[CH2:8][CH2:7][N:6]1[C:14]([OH:16])=[O:15])(C)(C)C.C(N([CH:23]([CH3:25])[CH3:24])C(C)C)C.Cl[C:27]1[CH:32]=[CH:31][N:30]=[CH:29][CH:28]=1.[C:33](=O)(O)[O-].[Na+]. (4) Reactant: F[C:2]1[C:7]([N+:8]([O-:10])=[O:9])=[CH:6][CH:5]=[C:4]([F:11])[C:3]=1[C:12]1[CH:17]=[CH:16][CH:15]=[CH:14][N:13]=1.CN.C[CH2:21][N:22](C(C)C)C(C)C. Product: [F:11][C:4]1[C:3]([C:12]2[CH:17]=[CH:16][CH:15]=[CH:14][N:13]=2)=[C:2]([CH2:21][NH2:22])[C:7]([N+:8]([O-:10])=[O:9])=[CH:6][CH:5]=1. The catalyst class is: 10. (5) Reactant: [CH2:1]([O:8][C:9]([NH:11][CH2:12][CH2:13][CH2:14][CH2:15][C@@H:16]([C:18]([OH:20])=[O:19])[NH2:17])=[O:10])[C:2]1[CH:7]=[CH:6][CH:5]=[CH:4][CH:3]=1.C([O:23][C:24](=O)[C:25]([F:28])([F:27])[F:26])C. Product: [F:26][C:25]([F:28])([F:27])[C:24]([NH:17][C@H:16]([C:18]([OH:20])=[O:19])[CH2:15][CH2:14][CH2:13][CH2:12][NH:11][C:9]([O:8][CH2:1][C:2]1[CH:3]=[CH:4][CH:5]=[CH:6][CH:7]=1)=[O:10])=[O:23]. The catalyst class is: 8. (6) Reactant: [N:1]([CH2:4][C:5]1[CH:6]=[C:7]([CH:10]=[C:11]([CH2:13][F:14])[CH:12]=1)[CH2:8][OH:9])=[N+:2]=[N-:3].[C:15](Cl)([C:32]1[CH:37]=[CH:36][CH:35]=[CH:34][CH:33]=1)([C:24]1[CH:31]=[CH:30][C:27]([O:28][CH3:29])=[CH:26][CH:25]=1)[C:16]1[CH:23]=[CH:22][C:19]([O:20][CH3:21])=[CH:18][CH:17]=1.CN(C=O)C. Product: [CH3:29][O:28][C:27]1[CH:26]=[CH:25][C:24]([C:15]([O:9][CH2:8][C:7]2[CH:6]=[C:5]([CH:12]=[C:11]([CH2:13][F:14])[CH:10]=2)[CH2:4][N:1]=[N+:2]=[N-:3])([C:32]2[CH:33]=[CH:34][CH:35]=[CH:36][CH:37]=2)[C:16]2[CH:23]=[CH:22][C:19]([O:20][CH3:21])=[CH:18][CH:17]=2)=[CH:31][CH:30]=1. The catalyst class is: 17. (7) Reactant: [CH:1]([C:4]1[CH:5]=[C:6]2[C:14](=[CH:15][CH:16]=1)[N:13]([CH:17]([C:21]1[CH:26]=[CH:25][C:24]([C:27]([F:30])([F:29])[F:28])=[CH:23][CH:22]=1)[CH2:18][O:19][CH3:20])[C:12]1[CH:11]([CH2:31][C:32]([O:34]CC)=[O:33])[CH2:10][CH2:9][CH2:8][C:7]2=1)([CH3:3])[CH3:2].[Li+].[OH-]. Product: [CH:1]([C:4]1[CH:5]=[C:6]2[C:14](=[CH:15][CH:16]=1)[N:13]([CH:17]([C:21]1[CH:22]=[CH:23][C:24]([C:27]([F:28])([F:29])[F:30])=[CH:25][CH:26]=1)[CH2:18][O:19][CH3:20])[C:12]1[CH:11]([CH2:31][C:32]([OH:34])=[O:33])[CH2:10][CH2:9][CH2:8][C:7]2=1)([CH3:3])[CH3:2]. The catalyst class is: 299. (8) Reactant: [N+:1]([C:4]1[CH:5]=[C:6]([CH:9]=[CH:10][CH:11]=1)[CH:7]=[O:8])([O-:3])=[O:2].[N:12]1[CH:17]=[CH:16][CH:15]=[C:14]([C:18]2[CH:19]=[C:20]3[CH:26]=[CH:25][NH:24][C:21]3=[N:22][CH:23]=2)[CH:13]=1.[OH-].[K+].O. Product: [N+:1]([C:4]1[CH:5]=[C:6]([CH:7]([C:26]2[C:20]3[C:21](=[N:22][CH:23]=[C:18]([C:14]4[CH:13]=[N:12][CH:17]=[CH:16][CH:15]=4)[CH:19]=3)[NH:24][CH:25]=2)[OH:8])[CH:9]=[CH:10][CH:11]=1)([O-:3])=[O:2]. The catalyst class is: 5. (9) Reactant: FC(F)(F)C(O)=O.C(OC(=O)[NH:14][CH:15]1[CH2:20][CH2:19][N:18]([CH2:21][CH2:22][O:23][C:24]2[CH:33]=[N:32][C:31]3[C:26](=[CH:27][C:28]([O:34][CH3:35])=[CH:29][CH:30]=3)[N:25]=2)[CH2:17][CH2:16]1)(C)(C)C. Product: [CH3:35][O:34][C:28]1[CH:27]=[C:26]2[C:31]([N:32]=[CH:33][C:24]([O:23][CH2:22][CH2:21][N:18]3[CH2:17][CH2:16][CH:15]([NH2:14])[CH2:20][CH2:19]3)=[N:25]2)=[CH:30][CH:29]=1. The catalyst class is: 4.